Dataset: Retrosynthesis with 50K atom-mapped reactions and 10 reaction types from USPTO. Task: Predict the reactants needed to synthesize the given product. (1) Given the product CNCc1csc(C(=O)Nc2ccc(Cl)cc2C(=O)Nc2ccc(Cl)cn2)c1Cl, predict the reactants needed to synthesize it. The reactants are: CN.O=C(Nc1ccc(Cl)cn1)c1cc(Cl)ccc1NC(=O)c1scc(CCl)c1Cl. (2) Given the product CC(C)(C)OC(=O)CCC(CP(=O)(CNC(=O)c1ccccc1)OC(C)(C)C)C(=O)OC(C)(C)C, predict the reactants needed to synthesize it. The reactants are: CC(C)(C)OC(=O)CCC(CP(=O)(CN)OC(C)(C)C)C(=O)OC(C)(C)C.O=C(Cl)c1ccccc1. (3) Given the product COc1cc2cc(C#CC3CCCCC3)cnc2cc1OC, predict the reactants needed to synthesize it. The reactants are: C#CC1CCCCC1.COc1cc2cc(OS(=O)(=O)C(F)(F)F)cnc2cc1OC. (4) Given the product COc1ccc(-c2nc(C)c(C(=O)Nc3nnn[nH]3)s2)cc1, predict the reactants needed to synthesize it. The reactants are: COc1ccc(-c2nc(C)c(C(=O)O)s2)cc1.Nc1nnn[nH]1. (5) Given the product N#CN=C1NCCN1c1ccc(N)cc1, predict the reactants needed to synthesize it. The reactants are: N#CN=C1NCCN1c1ccc([N+](=O)[O-])cc1. (6) Given the product COC(=O)[C@H](C(C)C)N1Cc2cc(-c3ccc(NC(=S)Nc4ccccc4C(F)(F)F)cc3)ccc2C1=O, predict the reactants needed to synthesize it. The reactants are: COC(=O)[C@H](C(C)C)N1Cc2cc(-c3ccc(NC(=S)Nc4ccccc4F)cc3)ccc2C1=O.FC(F)(F)c1ccccc1N=C=S. (7) Given the product CC(C)(C)OC(=O)N1CCc2oc3c(COS(C)(=O)=O)cc(Br)cc3c2C1, predict the reactants needed to synthesize it. The reactants are: CC(C)(C)OC(=O)N1CCc2oc3c(CO)cc(Br)cc3c2C1.CS(=O)(=O)Cl.